Dataset: Catalyst prediction with 721,799 reactions and 888 catalyst types from USPTO. Task: Predict which catalyst facilitates the given reaction. (1) Reactant: [CH2:1](OC(Cl)=O)C(C)C.[CH2:9]([O:13][C:14](=[O:21])[C:15]([CH2:17][C:18]([OH:20])=O)=C)[CH2:10][CH2:11][CH3:12].C(N(CC)CC)C.[BH4-].[Na+].Cl. Product: [CH2:9]([O:13][C:14](=[O:21])[CH2:15][C:17]([CH2:18][OH:20])=[CH2:1])[CH2:10][CH2:11][CH3:12]. The catalyst class is: 20. (2) Reactant: O[C:2]1[CH:3]=[N:4][CH:5]=[C:6]([CH:19]=1)[C:7]([NH:9][C@H:10]([C:16]([O-:18])=[O:17])[CH2:11][CH2:12][C:13]([O-:15])=[O:14])=[O:8].[Ca+2]. The catalyst class is: 6. Product: [C:7]([NH:9][C@H:10]([C:16]([OH:18])=[O:17])[CH2:11][CH2:12][C:13]([OH:15])=[O:14])(=[O:8])[C:6]1[CH:19]=[CH:2][CH:3]=[N:4][CH:5]=1. (3) Product: [F:9][C:8]([F:11])([F:10])[C:5]1[CH:6]=[CH:7][C:2]([S:12][CH2:13][CH2:16][OH:19])=[CH:3][CH:4]=1. Reactant: Cl[C:2]1[CH:7]=[CH:6][C:5]([C:8]([F:11])([F:10])[F:9])=[CH:4][CH:3]=1.[SH:12][CH:13](O)C.[C:16]([O-:19])([O-])=O.[K+].[K+]. The catalyst class is: 3. (4) Reactant: [N:1]1([C:10](=[O:30])/[CH:11]=[CH:12]/[C@@H:13]([NH:16][C:17]([C@@H:19]2[CH2:22][CH2:21][N:20]2C(OC(C)(C)C)=O)=[O:18])[CH2:14][CH3:15])[C:9]2[C:4](=[CH:5][CH:6]=[CH:7][CH:8]=2)[CH2:3][CH2:2]1.[C:31]([OH:37])([C:33]([F:36])([F:35])[F:34])=[O:32]. Product: [F:34][C:33]([F:36])([F:35])[C:31]([OH:37])=[O:32].[N:1]1([C:10](=[O:30])/[CH:11]=[CH:12]/[C@@H:13]([NH:16][C:17]([C@@H:19]2[CH2:22][CH2:21][NH:20]2)=[O:18])[CH2:14][CH3:15])[C:9]2[C:4](=[CH:5][CH:6]=[CH:7][CH:8]=2)[CH2:3][CH2:2]1. The catalyst class is: 2. (5) Reactant: CO[C:3]1[CH:8]=[CH:7][C:6]([O:9]C)=[CH:5][C:4]=1[NH:11][C:12](=[O:23])[C:13]1[CH:18]=[C:17]([O:19]C)[CH:16]=[CH:15][C:14]=1[O:21]C.Cl.N1C=CC=CC=1. Product: [OH:9][C:6]1[CH:7]=[CH:8][C:3]2[O:23][C:12]([C:13]3[CH:18]=[C:17]([OH:19])[CH:16]=[CH:15][C:14]=3[OH:21])=[N:11][C:4]=2[CH:5]=1. The catalyst class is: 33.